From a dataset of Reaction yield outcomes from USPTO patents with 853,638 reactions. Predict the reaction yield, written as a fraction of the theoretical maximum amount of product (1.0 means a 100% yield; for example, 0.34 means a 34% yield). (1) The reactants are [H-].[Na+].[Cl:3][C:4]1[CH:12]=[CH:11][CH:10]=[CH:9][C:5]=1[CH:6]=[N:7][OH:8].[F:13][C:14]1[C:15]([NH2:24])=[N:16][C:17](S(C)(=O)=O)=[N:18][CH:19]=1. The catalyst is O1CCCC1. The product is [NH2:24][C:15]1[C:14]([F:13])=[CH:19][N:18]=[C:17]([O:8][N:7]=[CH:6][C:5]2[CH:9]=[CH:10][CH:11]=[CH:12][C:4]=2[Cl:3])[N:16]=1. The yield is 0.500. (2) The reactants are [Cl:1][C:2]1[C:6]([Cl:7])=[C:5]([C:8]([C:11]2[CH:15]=[CH:14][S:13][CH:12]=2)=[N:9][OH:10])[S:4][N:3]=1.Cl[CH2:17][C:18]1[N:23]=[C:22]([NH2:24])[CH:21]=[CH:20][N:19]=1.[I-].[K+].N12CCCC1=NCCC2. The catalyst is C(#N)C. The product is [Cl:1][C:2]1[C:6]([Cl:7])=[C:5]([C:8](=[N:9][O:10][CH2:17][C:18]2[N:23]=[C:22]([NH2:24])[CH:21]=[CH:20][N:19]=2)[C:11]2[CH:15]=[CH:14][S:13][CH:12]=2)[S:4][N:3]=1. The yield is 0.0300.